From a dataset of Forward reaction prediction with 1.9M reactions from USPTO patents (1976-2016). Predict the product of the given reaction. (1) Given the reactants [Cl:1][C:2]1[CH:3]=[CH:4][CH:5]=[C:6]2[C:11]=1[N:10]=[CH:9][NH:8][C:7]2=O.CN(C=O)C.S(Cl)([Cl:20])=O, predict the reaction product. The product is: [Cl:20][C:7]1[C:6]2[C:11](=[C:2]([Cl:1])[CH:3]=[CH:4][CH:5]=2)[N:10]=[CH:9][N:8]=1. (2) Given the reactants [S:1]1[C:5]2[CH:6]=[CH:7][C:8]([NH:10][C:11]3[C:20]4[C:15](=[CH:16][CH:17]=[C:18]([S:21]([CH3:24])(=[O:23])=[O:22])[CH:19]=4)[N:14]=[CH:13][CH:12]=3)=[CH:9][C:4]=2[N:3]=[CH:2]1.[H-].[Na+].[C:27](Cl)(=[O:29])[CH3:28].O, predict the reaction product. The product is: [S:1]1[C:5]2[CH:6]=[CH:7][C:8]([N:10]([C:11]3[C:20]4[C:15](=[CH:16][CH:17]=[C:18]([S:21]([CH3:24])(=[O:22])=[O:23])[CH:19]=4)[N:14]=[CH:13][CH:12]=3)[C:27](=[O:29])[CH3:28])=[CH:9][C:4]=2[N:3]=[CH:2]1. (3) Given the reactants [NH2:1][C:2]1[CH:7]=[N:6][C:5]([C:8]2[CH:13]=[CH:12][C:11]([C:14]3[C:15]([C:20]([OH:22])=O)=[CH:16][CH:17]=[CH:18][CH:19]=3)=[CH:10][C:9]=2[F:23])=[CH:4][N:3]=1.[NH:24]1[CH2:29][CH2:28][NH:27][CH2:26][C:25]1=[O:30], predict the reaction product. The product is: [NH2:1][C:2]1[N:3]=[CH:4][C:5]([C:8]2[CH:13]=[CH:12][C:11]([C:14]3[CH:19]=[CH:18][CH:17]=[CH:16][C:15]=3[C:20]([N:27]3[CH2:28][CH2:29][NH:24][C:25](=[O:30])[CH2:26]3)=[O:22])=[CH:10][C:9]=2[F:23])=[N:6][CH:7]=1. (4) The product is: [Cl:11][C:12]1[CH:13]=[C:14]([CH:18]=[CH:19][C:20]=1[Cl:21])[C:15]([NH:10][C:8]1[CH:9]=[C:4]2[CH:3]=[CH:2][NH:1][C:5]2=[CH:6][N:7]=1)=[O:16]. Given the reactants [NH:1]1[C:5]2=[CH:6][N:7]=[C:8]([NH2:10])[CH:9]=[C:4]2[CH:3]=[CH:2]1.[Cl:11][C:12]1[CH:13]=[C:14]([CH:18]=[CH:19][C:20]=1[Cl:21])[C:15](Cl)=[O:16], predict the reaction product. (5) Given the reactants [OH:1][CH2:2][CH2:3][CH2:4][C:5]1[CH:10]=[CH:9][C:8]([C:11]2[CH:16]=[CH:15][N:14]([CH2:17][CH2:18][C:19]([CH3:34])([S:30]([CH3:33])(=[O:32])=[O:31])[C:20]([NH:22][O:23]C3CCCCO3)=[O:21])[C:13](=[O:35])[CH:12]=2)=[CH:7][CH:6]=1.Cl, predict the reaction product. The product is: [OH:23][NH:22][C:20](=[O:21])[C:19]([CH3:34])([S:30]([CH3:33])(=[O:32])=[O:31])[CH2:18][CH2:17][N:14]1[CH:15]=[CH:16][C:11]([C:8]2[CH:9]=[CH:10][C:5]([CH2:4][CH2:3][CH2:2][OH:1])=[CH:6][CH:7]=2)=[CH:12][C:13]1=[O:35]. (6) Given the reactants Cl[C:2]1[N:3]=[CH:4][CH:5]=[C:6]2[C:11]=1[N:10]=[C:9]([CH3:12])[CH:8]=[CH:7]2.[Cl:13][C:14]1[CH:15]=[C:16]([CH:18]=[CH:19][CH:20]=1)[NH2:17], predict the reaction product. The product is: [Cl:13][C:14]1[CH:15]=[C:16]([NH:17][C:2]2[N:3]=[CH:4][CH:5]=[C:6]3[C:11]=2[N:10]=[C:9]([CH3:12])[CH:8]=[CH:7]3)[CH:18]=[CH:19][CH:20]=1.